This data is from Forward reaction prediction with 1.9M reactions from USPTO patents (1976-2016). The task is: Predict the product of the given reaction. (1) Given the reactants [H-].[Na+].[F:3][C:4]1[CH:5]=[C:6]([CH:19]=[CH:20][CH:21]=1)[CH2:7][N:8]1[CH:13]=[CH:12][C:11]([O:14]C)=[C:10]([C:16]#[N:17])[C:9]1=[O:18].Cl, predict the reaction product. The product is: [F:3][C:4]1[CH:5]=[C:6]([CH:19]=[CH:20][CH:21]=1)[CH2:7][N:8]1[CH:13]=[CH:12][C:11]([OH:14])=[C:10]([C:16]#[N:17])[C:9]1=[O:18]. (2) Given the reactants [C:1]([C:4]1([C:7]([NH:9][C@@H:10]([C:12]2[CH:17]=[CH:16][CH:15]=[CH:14][CH:13]=2)[CH3:11])=[O:8])[CH2:6][CH2:5]1)(=[O:3])[CH3:2].[CH2:18](O)[CH2:19][OH:20].O, predict the reaction product. The product is: [CH3:2][C:1]1([C:4]2([C:7]([NH:9][C@@H:10]([C:12]3[CH:13]=[CH:14][CH:15]=[CH:16][CH:17]=3)[CH3:11])=[O:8])[CH2:6][CH2:5]2)[O:20][CH2:19][CH2:18][O:3]1.